The task is: Predict the product of the given reaction.. This data is from Forward reaction prediction with 1.9M reactions from USPTO patents (1976-2016). (1) Given the reactants [CH2:1]([C:8]1[CH:13]=[C:12]([CH3:14])[N:11]=[C:10](Cl)[N:9]=1)[C:2]1[CH:7]=[CH:6][CH:5]=[CH:4][CH:3]=1.[CH3:16][O:17][C:18]1[CH:19]=[C:20]([NH2:30])[CH:21]=[CH:22][C:23]=1[C:24]1[S:28][C:27]([CH3:29])=[N:26][CH:25]=1, predict the reaction product. The product is: [CH2:1]([C:8]1[CH:13]=[C:12]([CH3:14])[N:11]=[C:10]([NH:30][C:20]2[CH:21]=[CH:22][C:23]([C:24]3[S:28][C:27]([CH3:29])=[N:26][CH:25]=3)=[C:18]([O:17][CH3:16])[CH:19]=2)[N:9]=1)[C:2]1[CH:7]=[CH:6][CH:5]=[CH:4][CH:3]=1. (2) Given the reactants [C:1]([OH:8])(=[O:7])/[CH:2]=[CH:3]/[C:4]([OH:6])=[O:5].[CH3:9][O:10][C:11]1[CH:12]=[C:13]2[CH2:22][CH:21]([CH2:23][CH:24]3[CH2:29][CH2:28][N:27]([CH2:30][C:31]4[CH:32]=[CH:33][CH:34]=[CH:35][CH:36]=4)[CH2:26][CH2:25]3)[C:19](=[O:20])[C:14]2=[CH:15][C:16]=1[O:17][CH3:18], predict the reaction product. The product is: [CH3:9][O:10][C:11]1[CH:12]=[C:13]2[CH2:22][CH:21]([CH2:23][CH:24]3[CH2:25][CH2:26][N:27]([CH2:30][C:31]4[CH:36]=[CH:35][CH:34]=[CH:33][CH:32]=4)[CH2:28][CH2:29]3)[C:19](=[O:20])[C:14]2=[CH:15][C:16]=1[O:17][CH3:18].[C:1]([O-:8])(=[O:7])/[CH:2]=[CH:3]/[C:4]([O-:6])=[O:5]. (3) The product is: [CH3:19][C:18]1[CH:17]=[CH:16][N:15]=[CH:14][C:13]=1[N:2]1[CH2:3][CH2:4][C:5]2[C:10](=[CH:9][CH:8]=[N:7][CH:6]=2)[C:1]1=[O:11]. Given the reactants [C:1]1(=[O:11])[C:10]2[C:5](=[CH:6][N:7]=[CH:8][CH:9]=2)[CH2:4][CH2:3][NH:2]1.I[C:13]1[CH:14]=[N:15][CH:16]=[CH:17][C:18]=1[CH3:19].P([O-])([O-])([O-])=O.[K+].[K+].[K+], predict the reaction product. (4) Given the reactants [N:1]1([C:6]2[CH:11]=[CH:10][C:9]([O:12][CH3:13])=[CH:8][C:7]=2[O:14][CH3:15])[CH2:5][CH2:4][CH2:3][CH2:2]1.[CH3:16][O:17]C(Cl)Cl.[OH-].[Na+].C(OCC)(=O)C, predict the reaction product. The product is: [CH3:13][O:12][C:9]1[CH:8]=[C:7]([O:14][CH3:15])[C:6]([N:1]2[CH2:2][CH2:3][CH2:4][CH2:5]2)=[CH:11][C:10]=1[CH:16]=[O:17]. (5) Given the reactants [C:1]1([P:7]([C:19]2[CH:24]=[CH:23][CH:22]=[CH:21][CH:20]=2)[C:8]2[CH:9]=[CH:10][CH:11]=[C:12]3[C:17]=2[NH:16][CH:15]([CH3:18])[CH:14]=[CH:13]3)[CH:6]=[CH:5][CH:4]=[CH:3][CH:2]=1.OO.[O-:27]S([O-])=O.[Na+].[Na+], predict the reaction product. The product is: [C:19]1([P:7]([C:1]2[CH:2]=[CH:3][CH:4]=[CH:5][CH:6]=2)([C:8]2[CH:9]=[CH:10][CH:11]=[C:12]3[C:17]=2[NH:16][CH:15]([CH3:18])[CH:14]=[CH:13]3)=[O:27])[CH:20]=[CH:21][CH:22]=[CH:23][CH:24]=1. (6) Given the reactants [OH:1][CH:2]([C:6]1[CH:7]=[C:8]([CH:13]=[CH:14][CH:15]=1)[C:9]([O:11][CH3:12])=[O:10])[CH2:3][CH:4]=[CH2:5].[CH:16](=O)[C:17]1[CH:22]=[CH:21][CH:20]=[CH:19][CH:18]=1.[C:24]([OH:27])(=[O:26])[CH3:25].B(F)(F)F.CCOCC, predict the reaction product. The product is: [C:24]([O:27][CH:4]1[CH2:5][CH:16]([C:17]2[CH:22]=[CH:21][CH:20]=[CH:19][CH:18]=2)[O:1][CH:2]([C:6]2[CH:7]=[C:8]([CH:13]=[CH:14][CH:15]=2)[C:9]([O:11][CH3:12])=[O:10])[CH2:3]1)(=[O:26])[CH3:25].